Task: Predict which catalyst facilitates the given reaction.. Dataset: Catalyst prediction with 721,799 reactions and 888 catalyst types from USPTO (1) Reactant: [N:1]1([CH2:7][CH:8]2[C:12]3[CH:13]=[CH:14][C:15]4[C:19](=[O:20])[O:18][CH2:17][C:16]=4[C:11]=3[CH2:10][CH2:9]2)[CH2:6][CH2:5][NH:4][CH2:3][CH2:2]1.[CH3:21][C:22]1[C:30]2[CH2:29][O:28][C:27](=[O:31])[C:26]=2[CH:25]=[CH:24][C:23]=1[CH:32]1[CH2:34][O:33]1. Product: [OH:33][CH:32]([C:23]1[CH:24]=[CH:25][C:26]2[C:27](=[O:31])[O:28][CH2:29][C:30]=2[C:22]=1[CH3:21])[CH2:34][N:4]1[CH2:5][CH2:6][N:1]([CH2:7][CH:8]2[C:12]3[CH:13]=[CH:14][C:15]4[C:19](=[O:20])[O:18][CH2:17][C:16]=4[C:11]=3[CH2:10][CH2:9]2)[CH2:2][CH2:3]1. The catalyst class is: 14. (2) Reactant: [N:1]([CH2:4][C:5]1[C:9]2[N:10]([CH3:26])[CH:11]=[C:12]([C:15]([NH:17][CH2:18][C:19]3[CH:24]=[CH:23][C:22]([Cl:25])=[CH:21][CH:20]=3)=[O:16])[C:13](=[O:14])[C:8]=2[S:7][C:6]=1[CH:27]=[O:28])=[N+:2]=[N-:3].C(O)(=O)C.C(O[BH-](OC(=O)C)OC(=O)C)(=O)C.[Na+]. Product: [N:1]([CH2:4][C:5]1[C:9]2[N:10]([CH3:26])[CH:11]=[C:12]([C:15]([NH:17][CH2:18][C:19]3[CH:20]=[CH:21][C:22]([Cl:25])=[CH:23][CH:24]=3)=[O:16])[C:13](=[O:14])[C:8]=2[S:7][C:6]=1[CH2:27][OH:28])=[N+:2]=[N-:3]. The catalyst class is: 2. (3) Reactant: [C:1]([O:5][C:6]([NH:8][CH:9]1[C:27](=[O:28])[N:26]2[CH:22]([CH2:23][CH:24]([O:29][C:30]3[C:39]4[C:34](=[CH:35][CH:36]=[CH:37][CH:38]=4)[CH:33]=[CH:32][N:31]=3)[CH2:25]2)[C:21](=[O:40])[NH:20][C:19]2([C:41](O)=[O:42])[CH:17]([CH2:18]2)[CH:16]=[CH:15][CH2:14][CH2:13][CH2:12][CH2:11][CH2:10]1)=[O:7])([CH3:4])([CH3:3])[CH3:2].[CH3:44][C:45]1([S:48]([NH2:51])(=[O:50])=[O:49])[CH2:47][CH2:46]1. Product: [C:1]([O:5][C:6](=[O:7])[NH:8][CH:9]1[C:27](=[O:28])[N:26]2[CH:22]([CH2:23][CH:24]([O:29][C:30]3[C:39]4[C:34](=[CH:35][CH:36]=[CH:37][CH:38]=4)[CH:33]=[CH:32][N:31]=3)[CH2:25]2)[C:21](=[O:40])[NH:20][C:19]2([C:41]([NH:51][S:48]([C:45]3([CH3:44])[CH2:47][CH2:46]3)(=[O:50])=[O:49])=[O:42])[CH:17]([CH2:18]2)[CH:16]=[CH:15][CH2:14][CH2:13][CH2:12][CH2:11][CH2:10]1)([CH3:4])([CH3:3])[CH3:2]. The catalyst class is: 100. (4) Reactant: [O:1]1[CH2:6][CH2:5][C:4](=[N:7][NH:8][CH2:9][CH2:10][C:11]#[N:12])[CH2:3][CH2:2]1.[OH-].[Na+]. The catalyst class is: 259. Product: [O:1]1[CH2:2][CH2:3][CH:4]([N:7]2[C:11]([NH2:12])=[CH:10][CH:9]=[N:8]2)[CH2:5][CH2:6]1. (5) The catalyst class is: 102. Reactant: [F:1][C:2]1[C:3]([C:9]2[N:13]([CH:14]3[CH2:19][CH2:18][O:17][CH2:16][CH2:15]3)[C:12]([CH3:20])=[N:11][CH:10]=2)=[N:4][C:5]([NH2:8])=[N:6][CH:7]=1.Br[C:22]1[CH:23]=[CH:24][C:25]([S:28]([N:31]2[CH2:36][CH2:35][N:34]([CH3:37])[CH2:33][CH2:32]2)(=[O:30])=[O:29])=[N:26][CH:27]=1.C([O-])([O-])=O.[Cs+].[Cs+].CC1(C)C2C(=C(P(C3C=CC=CC=3)C3C=CC=CC=3)C=CC=2)OC2C(P(C3C=CC=CC=3)C3C=CC=CC=3)=CC=CC1=2. Product: [F:1][C:2]1[C:3]([C:9]2[N:13]([CH:14]3[CH2:19][CH2:18][O:17][CH2:16][CH2:15]3)[C:12]([CH3:20])=[N:11][CH:10]=2)=[N:4][C:5]([NH:8][C:22]2[CH:27]=[N:26][C:25]([S:28]([N:31]3[CH2:32][CH2:33][N:34]([CH3:37])[CH2:35][CH2:36]3)(=[O:30])=[O:29])=[CH:24][CH:23]=2)=[N:6][CH:7]=1. (6) Reactant: C[O:2]C(=O)CCCCC(O)=O.[CH2:12]1[CH2:17][CH2:16][CH:15]([N:18]=[C:19]=[N:20][CH:21]2[CH2:26][CH2:25][CH2:24][CH2:23][CH2:22]2)[CH2:14][CH2:13]1.ON1C(=O)CCC1=O. Product: [C:19]([NH:18][CH:15]1[CH2:14][CH2:13][CH2:12][CH2:17][CH2:16]1)([NH:20][CH:21]1[CH2:26][CH2:25][CH2:24][CH2:23][CH2:22]1)=[O:2]. The catalyst class is: 241. (7) Reactant: [NH2:1][C:2]1[CH:7]=[C:6]([CH:8]2[CH2:10][CH2:9]2)[CH:5]=[CH:4][C:3]=1[CH2:11][CH:12](O)[C:13]([CH3:16])([CH3:15])[CH3:14].BrC1C(C)=CC(C)=CC=1C.C(=O)([O-])[O-].[K+].[K+].O. Product: [C:13]([C:12]1[NH:1][C:2]2[C:3]([CH:11]=1)=[CH:4][CH:5]=[C:6]([CH:8]1[CH2:10][CH2:9]1)[CH:7]=2)([CH3:16])([CH3:15])[CH3:14]. The catalyst class is: 42. (8) Reactant: [CH3:1][C:2]([CH3:25])([CH3:24])[C:3]([O:5][C:6]1[C:7]([C:17]([O:19][CH2:20][CH2:21][CH2:22][CH3:23])=[O:18])=[CH:8][CH:9]=[C:10]2[C:15]=1[N:14]=[C:13]([CH3:16])[CH:12]=[CH:11]2)=[O:4].[Se](=O)=[O:27]. Product: [CH3:1][C:2]([CH3:24])([CH3:25])[C:3]([O:5][C:6]1[C:7]([C:17]([O:19][CH2:20][CH2:21][CH2:22][CH3:23])=[O:18])=[CH:8][CH:9]=[C:10]2[C:15]=1[N:14]=[C:13]([CH:16]=[O:27])[CH:12]=[CH:11]2)=[O:4]. The catalyst class is: 12. (9) The catalyst class is: 2. Reactant: C[O:2][C:3]1[CH:8]=[CH:7][C:6]([N:9]2[CH:13]=[N:12][C:11]([C:14]3[CH:19]=[CH:18][C:17]([CH3:20])=[CH:16][CH:15]=3)=[N:10]2)=[CH:5][CH:4]=1.[F:21][C:22]([F:35])([F:34])[S:23](O[S:23]([C:22]([F:35])([F:34])[F:21])(=[O:25])=[O:24])(=[O:25])=[O:24].C(C1C=C(C)N=C(C)C=1)(C)(C)C. Product: [C:17]1([CH3:20])[CH:18]=[CH:19][C:14]([C:11]2[N:12]=[CH:13][N:9]([C:6]3[CH:7]=[CH:8][C:3]([O:2][S:23]([C:22]([F:35])([F:34])[F:21])(=[O:25])=[O:24])=[CH:4][CH:5]=3)[N:10]=2)=[CH:15][CH:16]=1. (10) The catalyst class is: 80. Product: [CH3:29][N:15]([CH2:14][C@H:11]1[CH2:12][CH2:13][C@H:8]([CH2:7][O:6][CH2:5][CH2:4][CH2:3][CH2:2][N:30]2[CH2:34][CH2:33][CH2:32][CH2:31]2)[CH2:9][CH2:10]1)[S:16]([C:19]1[CH:24]=[CH:23][C:22]([C:25]([F:28])([F:27])[F:26])=[CH:21][CH:20]=1)(=[O:18])=[O:17]. Reactant: Br[CH2:2][CH2:3][CH2:4][CH2:5][O:6][CH2:7][C@H:8]1[CH2:13][CH2:12][C@H:11]([CH2:14][N:15]([CH3:29])[S:16]([C:19]2[CH:24]=[CH:23][C:22]([C:25]([F:28])([F:27])[F:26])=[CH:21][CH:20]=2)(=[O:18])=[O:17])[CH2:10][CH2:9]1.[NH:30]1[CH2:34][CH2:33][CH2:32][CH2:31]1.